This data is from Reaction yield outcomes from USPTO patents with 853,638 reactions. The task is: Predict the reaction yield, written as a fraction of the theoretical maximum amount of product (1.0 means a 100% yield; for example, 0.34 means a 34% yield). (1) The reactants are Cl.[NH2:2][C:3]1([CH3:11])[CH2:9][CH2:8][C:7](=[O:10])[NH:6][C:4]1=[O:5].[N+:12]([C:15]1[CH:25]=[CH:24][CH:23]=[C:17]2[C:18]([O:20][C:21](=O)[C:16]=12)=[O:19])([O-:14])=[O:13].C([O-])(=O)C.[Na+]. The product is [N+:12]([C:15]1[CH:25]=[CH:24][CH:23]=[C:17]2[C:18]([N:2]([C:3]3([CH3:11])[CH2:9][CH2:8][C:7](=[O:10])[NH:6][C:4]3=[O:5])[C:21](=[O:20])[C:16]=12)=[O:19])([O-:14])=[O:13]. The yield is 0.680. The catalyst is C(O)(=O)C. (2) The product is [CH3:29][Si:28]([CH3:31])([CH3:30])[O:1][C:2]1[CH2:3][CH2:4][N:5]([C:8]([O:10][C:11]([CH3:14])([CH3:13])[CH3:12])=[O:9])[CH2:6][CH:7]=1. The yield is 0.930. The reactants are [O:1]=[C:2]1[CH2:7][CH2:6][N:5]([C:8]([O:10][C:11]([CH3:14])([CH3:13])[CH3:12])=[O:9])[CH2:4][CH2:3]1.C(N(CC)CC)C.FC(F)(F)S(O[Si:28]([CH3:31])([CH3:30])[CH3:29])(=O)=O. The catalyst is C1(C)C=CC=CC=1.O. (3) The reactants are [F:1][CH:2]([F:16])[O:3][C:4]1[CH:9]=[CH:8][C:7]([C:10]#[C:11][Si](C)(C)C)=[CH:6][CH:5]=1.C(=O)([O-])[O-].[Cs+].[Cs+]. The catalyst is CCOCC.CCCCCC.C(Cl)Cl. The product is [F:1][CH:2]([F:16])[O:3][C:4]1[CH:9]=[CH:8][C:7]([C:10]#[CH:11])=[CH:6][CH:5]=1. The yield is 0.970. (4) The catalyst is C(Cl)Cl.CO.C(=O)(O)[O-].[Na+].[Cl-].[Na+].O. The yield is 0.970. The product is [NH2:1][C:2]1[N:7]=[CH:6][N:5]=[C:4]2[N:8]([CH:12]([C:14]3[CH:19]=[C:18]([Cl:20])[C:17]([C:21]#[N:22])=[C:16]([CH:23]4[CH2:24][NH:25][CH2:26]4)[C:15]=3[O:34][CH3:35])[CH3:13])[N:9]=[C:10]([CH3:11])[C:3]=12. The reactants are [NH2:1][C:2]1[N:7]=[CH:6][N:5]=[C:4]2[N:8]([CH:12]([C:14]3[C:15]([O:34][CH3:35])=[C:16]([CH:23]4[CH2:26][N:25](C(OC(C)(C)C)=O)[CH2:24]4)[C:17]([C:21]#[N:22])=[C:18]([Cl:20])[CH:19]=3)[CH3:13])[N:9]=[C:10]([CH3:11])[C:3]=12.FC(F)(F)C(O)=O.